From a dataset of Forward reaction prediction with 1.9M reactions from USPTO patents (1976-2016). Predict the product of the given reaction. (1) Given the reactants [C:1]([C:5]1[CH:9]=[C:8]([NH:10][C:11](OC2C=CC=CC=2)=[O:12])[N:7]([C:20]2[CH:25]=[CH:24][C:23]([CH2:26][C:27]([O:29][CH2:30][CH3:31])=[O:28])=[CH:22][CH:21]=2)[N:6]=1)([CH3:4])([CH3:3])[CH3:2].[N:32]1[CH:37]=[CH:36][C:35]([O:38][C:39]2[CH:45]=[CH:44][C:42]([NH2:43])=[CH:41][CH:40]=2)=[CH:34][CH:33]=1, predict the reaction product. The product is: [C:1]([C:5]1[CH:9]=[C:8]([NH:10][C:11]([NH:43][C:42]2[CH:41]=[CH:40][C:39]([O:38][C:35]3[CH:36]=[CH:37][N:32]=[CH:33][CH:34]=3)=[CH:45][CH:44]=2)=[O:12])[N:7]([C:20]2[CH:21]=[CH:22][C:23]([CH2:26][C:27]([O:29][CH2:30][CH3:31])=[O:28])=[CH:24][CH:25]=2)[N:6]=1)([CH3:3])([CH3:4])[CH3:2]. (2) Given the reactants C[O:2][C:3](=[O:25])[C:4]1[CH:9]=[CH:8][C:7]([N+:10]([O-:12])=[O:11])=[CH:6][C:5]=1[CH2:13][O:14][C:15]1[CH:20]=[CH:19][CH:18]=[C:17]([NH:21][C:22](=[O:24])[CH3:23])[CH:16]=1.[OH-].[K+], predict the reaction product. The product is: [C:22]([NH:21][C:17]1[CH:16]=[C:15]([CH:20]=[CH:19][CH:18]=1)[O:14][CH2:13][C:5]1[CH:6]=[C:7]([N+:10]([O-:12])=[O:11])[CH:8]=[CH:9][C:4]=1[C:3]([OH:25])=[O:2])(=[O:24])[CH3:23]. (3) The product is: [Cl:17][C:18]1[CH:26]=[CH:25][CH:24]=[CH:23][C:19]=1[C:20]([NH:1][C:2]1[CH:7]=[CH:6][CH:5]=[C:4]([C:8]([CH:10]2[CH2:15][CH2:14][N:13]([CH3:16])[CH2:12][CH2:11]2)=[O:9])[N:3]=1)=[O:21]. Given the reactants [NH2:1][C:2]1[CH:7]=[CH:6][CH:5]=[C:4]([C:8]([CH:10]2[CH2:15][CH2:14][N:13]([CH3:16])[CH2:12][CH2:11]2)=[O:9])[N:3]=1.[Cl:17][C:18]1[CH:26]=[CH:25][CH:24]=[CH:23][C:19]=1[C:20](Cl)=[O:21], predict the reaction product. (4) Given the reactants CN(C)[CH:3]=[CH:4][C:5]([C:7]1[S:11][C:10]([N:12]=CN(C)C)=[N:9][C:8]=1[CH3:17])=O.[CH3:19][O:20][C:21]1[CH:22]=[C:23]([NH:33][C:34]([NH2:36])=[NH:35])[CH:24]=[CH:25][C:26]=1[N:27]1[CH2:32][CH2:31][O:30][CH2:29][CH2:28]1, predict the reaction product. The product is: [NH2:12][C:10]1[S:11][C:7]([C:5]2[CH:4]=[CH:3][N:36]=[C:34]([NH:33][C:23]3[CH:24]=[CH:25][C:26]([N:27]4[CH2:32][CH2:31][O:30][CH2:29][CH2:28]4)=[C:21]([O:20][CH3:19])[CH:22]=3)[N:35]=2)=[C:8]([CH3:17])[N:9]=1. (5) Given the reactants [CH3:1][O:2][C:3](=[O:34])[CH2:4][CH2:5][CH2:6][CH2:7][CH2:8][O:9][C:10]1[C:11]([NH2:33])=[CH:12][C:13]2[N:17]=[C:16]([C:18]3[CH:23]=[CH:22][CH:21]=[CH:20][CH:19]=3)[N:15]([C:24]3[CH:29]=[CH:28][C:27]([O:30][CH3:31])=[CH:26][CH:25]=3)[C:14]=2[CH:32]=1.[F:35][C:36]1[CH:41]=[CH:40][C:39]([S:42](Cl)(=[O:44])=[O:43])=[CH:38][CH:37]=1, predict the reaction product. The product is: [CH3:1][O:2][C:3](=[O:34])[CH2:4][CH2:5][CH2:6][CH2:7][CH2:8][O:9][C:10]1[C:11]([NH:33][S:42]([C:39]2[CH:40]=[CH:41][C:36]([F:35])=[CH:37][CH:38]=2)(=[O:44])=[O:43])=[CH:12][C:13]2[N:17]=[C:16]([C:18]3[CH:23]=[CH:22][CH:21]=[CH:20][CH:19]=3)[N:15]([C:24]3[CH:29]=[CH:28][C:27]([O:30][CH3:31])=[CH:26][CH:25]=3)[C:14]=2[CH:32]=1. (6) Given the reactants C[O:2][C:3]1[CH:22]=[CH:21][CH:20]=[C:19]([O:23]C)[C:4]=1[O:5][CH2:6][C@H:7]([O:14][S:15]([CH3:18])(=[O:17])=[O:16])[CH2:8][O:9][S:10]([CH3:13])(=[O:12])=[O:11].B(Br)(Br)Br.O, predict the reaction product. The product is: [OH:23][C:19]1[CH:20]=[CH:21][CH:22]=[C:3]([OH:2])[C:4]=1[O:5][CH2:6][C@H:7]([O:14][S:15]([CH3:18])(=[O:16])=[O:17])[CH2:8][O:9][S:10]([CH3:13])(=[O:11])=[O:12].